The task is: Regression. Given a peptide amino acid sequence and an MHC pseudo amino acid sequence, predict their binding affinity value. This is MHC class II binding data.. This data is from Peptide-MHC class II binding affinity with 134,281 pairs from IEDB. The binding affinity (normalized) is 0.275. The MHC is HLA-DQA10501-DQB10301 with pseudo-sequence HLA-DQA10501-DQB10301. The peptide sequence is IHGWFAVDFTAAELV.